From a dataset of Forward reaction prediction with 1.9M reactions from USPTO patents (1976-2016). Predict the product of the given reaction. (1) Given the reactants [CH2:1]([C:4]1[CH:9]=[CH:8][CH:7]=[CH:6][C:5]=1[OH:10])[CH2:2][CH3:3].[Br-:11].[Br-].[Br-].C([N+](CCCC)(CCCC)CCCC)CCC.C([N+](CCCC)(CCCC)CCCC)CCC.C([N+](CCCC)(CCCC)CCCC)CCC, predict the reaction product. The product is: [Br:11][C:8]1[CH:7]=[CH:6][C:5]([OH:10])=[C:4]([CH2:1][CH2:2][CH3:3])[CH:9]=1. (2) Given the reactants [F:1]/[C:2](=[C:5](/[C:7]1[CH:16]=[C:15]2[C:10]([C:11]([CH3:22])([CH3:21])[CH2:12][CH:13]=[C:14]2[C:17]([CH3:20])([CH3:19])[CH3:18])=[CH:9][C:8]=1[O:23][CH2:24][CH3:25])\[CH3:6])/[CH2:3][OH:4].C[N+]1([O-])CCOCC1.ClCCl, predict the reaction product. The product is: [F:1]/[C:2](=[C:5](/[C:7]1[CH:16]=[C:15]2[C:10]([C:11]([CH3:22])([CH3:21])[CH2:12][CH:13]=[C:14]2[C:17]([CH3:19])([CH3:18])[CH3:20])=[CH:9][C:8]=1[O:23][CH2:24][CH3:25])\[CH3:6])/[CH:3]=[O:4]. (3) Given the reactants [Br:1][C:2]1[CH:3]=[CH:4][C:5](F)=[C:6]([CH:9]=1)[CH:7]=[O:8].[CH3:11][S-:12].[Na+].Cl, predict the reaction product. The product is: [Br:1][C:2]1[CH:3]=[CH:4][C:5]([S:12][CH3:11])=[C:6]([CH:9]=1)[CH:7]=[O:8]. (4) Given the reactants [CH2:1]([S:3]([C:6]1[CH:7]=[C:8]([C:28]([OH:30])=O)[C:9]2[NH:13][C:12]([NH:14][C:15]([C:17]3[N:18]=[CH:19][C:20]4[C:25]([CH:26]=3)=[CH:24][CH:23]=[CH:22][CH:21]=4)=[O:16])=[N:11][C:10]=2[CH:27]=1)(=[O:5])=[O:4])[CH3:2].CN(C(ON1N=NC2C=CC=CC1=2)=[N+](C)C)C.F[P-](F)(F)(F)(F)F.CCN(C(C)C)C(C)C.S(O)(O)(=O)=O.[NH2:69][C:70]1[NH:71][CH:72]=[CH:73][N:74]=1, predict the reaction product. The product is: [CH2:1]([S:3]([C:6]1[CH:7]=[C:8]([C:28](=[O:30])[NH:69][C:70]2[NH:71][CH:72]=[CH:73][N:74]=2)[C:9]2[NH:13][C:12]([NH:14][C:15]([C:17]3[N:18]=[CH:19][C:20]4[C:25]([CH:26]=3)=[CH:24][CH:23]=[CH:22][CH:21]=4)=[O:16])=[N:11][C:10]=2[CH:27]=1)(=[O:5])=[O:4])[CH3:2]. (5) The product is: [C:1]1([C@@:7]2([C:20]([O:22][CH3:23])=[O:21])[CH2:11][CH2:10][C:9]([C:24]3[CH:29]=[CH:28][CH:27]=[CH:26][CH:25]=3)=[CH:8]2)[CH:6]=[CH:5][CH:4]=[CH:3][CH:2]=1. Given the reactants [C:1]1([C@:7]2([C:20]([O:22][CH3:23])=[O:21])[CH2:11][CH2:10][C:9](OS(C(F)(F)F)(=O)=O)=[CH:8]2)[CH:6]=[CH:5][CH:4]=[CH:3][CH:2]=1.[C:24]1(B(O)O)[CH:29]=[CH:28][CH:27]=[CH:26][CH:25]=1, predict the reaction product. (6) The product is: [F:37][C:32]1[CH:33]=[CH:34][CH:35]=[CH:36][C:31]=1[C:11]1[NH:10][C:18]2[C:13]([CH:12]=1)=[CH:14][C:15]([C:19]1[N:20]([CH3:30])[N:21]=[C:22]([C:24]3[CH:25]=[N:26][CH:27]=[CH:28][CH:29]=3)[CH:23]=1)=[CH:16][CH:17]=2. Given the reactants C1(S([N:10]2[C:18]3[C:13](=[CH:14][C:15]([C:19]4[N:20]([CH3:30])[N:21]=[C:22]([C:24]5[CH:25]=[N:26][CH:27]=[CH:28][CH:29]=5)[CH:23]=4)=[CH:16][CH:17]=3)[CH:12]=[C:11]2[C:31]2[CH:36]=[CH:35][CH:34]=[CH:33][C:32]=2[F:37])(=O)=O)C=CC=CC=1.C([O-])([O-])=O.[Cs+].[Cs+], predict the reaction product. (7) Given the reactants [Cl:1][C:2]1[S:6][C:5]([C:7]([N:9](C=O)[CH2:10][C@@H:11]2[O:15][C:14](=[O:16])[N:13]([C:17]3[CH:22]=[CH:21][C:20]([N:23]4[CH2:28][CH2:27][O:26][CH2:25][C:24]4=[O:29])=[CH:19][CH:18]=3)[CH2:12]2)=[O:8])=[CH:4][CH:3]=1.C(O)(=O)C.Cl, predict the reaction product. The product is: [CH:19]1[C:20]([N:23]2[C:24](=[O:29])[CH2:25][O:26][CH2:27][CH2:28]2)=[CH:21][CH:22]=[C:17]([N:13]2[C:14](=[O:16])[O:15][C@@H:11]([CH2:10][NH:9][C:7]([C:5]3[S:6][C:2]([Cl:1])=[CH:3][CH:4]=3)=[O:8])[CH2:12]2)[CH:18]=1. (8) Given the reactants [Br:1][C:2]1[CH:3]=[C:4]([CH:10]=[CH:11][CH:12]=1)[CH2:5][O:6][CH2:7][CH2:8][OH:9].N1C=CN=C1.[C:18]([Si:22]([CH3:25])([CH3:24])Cl)([CH3:21])([CH3:20])[CH3:19], predict the reaction product. The product is: [Br:1][C:2]1[CH:3]=[C:4]([CH:10]=[CH:11][CH:12]=1)[CH2:5][O:6][CH2:7][CH2:8][O:9][Si:22]([C:18]([CH3:21])([CH3:20])[CH3:19])([CH3:25])[CH3:24].